Dataset: Forward reaction prediction with 1.9M reactions from USPTO patents (1976-2016). Task: Predict the product of the given reaction. (1) Given the reactants Cl[C:2]1[CH:7]=[C:6]([C:8]2[CH:13]=[C:12]([Cl:14])[CH:11]=[C:10]([Cl:15])[C:9]=2[Cl:16])[N:5]=[C:4]([NH2:17])[N:3]=1.[Cl:18][C:19]1[CH:24]=[CH:23][C:22]([NH2:25])=[CH:21][CH:20]=1, predict the reaction product. The product is: [Cl:18][C:19]1[CH:24]=[CH:23][C:22]([NH:25][C:2]2[CH:7]=[C:6]([C:8]3[CH:13]=[C:12]([Cl:14])[CH:11]=[C:10]([Cl:15])[C:9]=3[Cl:16])[N:5]=[C:4]([NH2:17])[N:3]=2)=[CH:21][CH:20]=1. (2) Given the reactants [O:1]1[C:5]2[CH:6]=[CH:7][CH:8]=[CH:9][C:4]=2[C:3]([CH2:10][CH2:11][CH2:12][NH2:13])=[CH:2]1.[CH3:14][O:15][C:16]1[CH:25]=[CH:24][CH:23]=[C:22]2[C:17]=1[CH2:18][C:19](=O)[CH2:20][O:21]2.C(O)(=O)C.C(O[BH-](OC(=O)C)OC(=O)C)(=O)C.[Na+], predict the reaction product. The product is: [O:1]1[C:5]2[CH:6]=[CH:7][CH:8]=[CH:9][C:4]=2[C:3]([CH2:10][CH2:11][CH2:12][NH:13][CH:19]2[CH2:18][C:17]3[C:22](=[CH:23][CH:24]=[CH:25][C:16]=3[O:15][CH3:14])[O:21][CH2:20]2)=[CH:2]1.